Task: Predict the product of the given reaction.. Dataset: Forward reaction prediction with 1.9M reactions from USPTO patents (1976-2016) (1) Given the reactants [CH2:1]([C:3]1[CH:8]=[CH:7][CH:6]=[CH:5][C:4]=1[PH:9](=O)[C:10]1[CH:15]=[CH:14][CH:13]=[CH:12][C:11]=1[CH2:16][CH3:17])[CH3:2].C(N(CC)CC)C.Cl[SiH](Cl)Cl, predict the reaction product. The product is: [CH2:16]([C:11]1[CH:12]=[CH:13][CH:14]=[CH:15][C:10]=1[PH:9][C:4]1[CH:5]=[CH:6][CH:7]=[CH:8][C:3]=1[CH2:1][CH3:2])[CH3:17]. (2) Given the reactants [OH-:1].[Na+].[CH3:3][CH:4]([CH:7]([CH3:10])[CH2:8][CH3:9])[CH:5]=[O:6].[CH2:11]=O, predict the reaction product. The product is: [CH:7]([C:4]([CH3:11])([CH2:3][OH:1])[CH2:5][OH:6])([CH2:8][CH3:9])[CH3:10]. (3) Given the reactants C(OC([NH:8][C:9]1[C:14]([NH:15]C(OC(C)(C)C)=O)=[CH:13][C:12]([S:23][S:24]([C:27]2[CH:32]=[CH:31][C:30]([CH3:33])=[CH:29][CH:28]=2)(=[O:26])=[O:25])=[C:11]([CH:34]([CH3:36])[CH3:35])[CH:10]=1)=O)(C)(C)C, predict the reaction product. The product is: [NH2:8][C:9]1[C:14]([NH2:15])=[CH:13][C:12]([S:23][S:24]([C:27]2[CH:32]=[CH:31][C:30]([CH3:33])=[CH:29][CH:28]=2)(=[O:26])=[O:25])=[C:11]([CH:34]([CH3:36])[CH3:35])[CH:10]=1. (4) Given the reactants C1(O)C=CC=CC=1.[O:8]1[CH2:13][CH2:12][CH2:11][O:10][CH:9]1[C:14]1[CH:15]=[CH:16][C:17]([N+:21]([O-:23])=[O:22])=[C:18]([OH:20])[CH:19]=1.[N+](C1C=CC(C=O)=CC=1O)([O-])=O.C(=O)([O-])[O-].[K+].[K+].Br[CH2:43][C:44]([O:46][CH2:47][CH3:48])=[O:45], predict the reaction product. The product is: [CH2:47]([O:46][C:44](=[O:45])[CH2:43][O:20][C:18]1[CH:19]=[C:14]([CH:9]2[O:10][CH2:11][CH2:12][CH2:13][O:8]2)[CH:15]=[CH:16][C:17]=1[N+:21]([O-:23])=[O:22])[CH3:48]. (5) Given the reactants [F:1][C:2]1[CH:27]=[C:26]([F:28])[CH:25]=[CH:24][C:3]=1[CH2:4][N:5]([CH2:16][C:17]1[CH:22]=[CH:21][C:20]([OH:23])=[CH:19][CH:18]=1)[C:6]1[CH:11]=[CH:10][CH:9]=[C:8]([N+:12]([O-:14])=[O:13])[C:7]=1[CH3:15].[Br:29][C:30]1[CH:35]=[CH:34][C:33](B(O)O)=[CH:32][CH:31]=1.C(N(CC)CC)C, predict the reaction product. The product is: [Br:29][C:30]1[CH:35]=[CH:34][C:33]([O:23][C:20]2[CH:21]=[CH:22][C:17]([CH2:16][N:5]([CH2:4][C:3]3[CH:24]=[CH:25][C:26]([F:28])=[CH:27][C:2]=3[F:1])[C:6]3[CH:11]=[CH:10][CH:9]=[C:8]([N+:12]([O-:14])=[O:13])[C:7]=3[CH3:15])=[CH:18][CH:19]=2)=[CH:32][CH:31]=1. (6) Given the reactants [I:1][C:2]1[C:3](=[O:33])[C@@H:4]2[O:8][C:7]([CH3:10])([CH3:9])[O:6][C@@H:5]2[C:11]=1[CH2:12][O:13][C:14]([C:27]1[CH:32]=[CH:31][CH:30]=[CH:29][CH:28]=1)([C:21]1[CH:26]=[CH:25][CH:24]=[CH:23][CH:22]=1)[C:15]1[CH:20]=[CH:19][CH:18]=[CH:17][CH:16]=1.[BH4-].[Na+], predict the reaction product. The product is: [I:1][C:2]1[C@H:3]([OH:33])[C@@H:4]2[O:8][C:7]([CH3:10])([CH3:9])[O:6][C@@H:5]2[C:11]=1[CH2:12][O:13][C:14]([C:21]1[CH:22]=[CH:23][CH:24]=[CH:25][CH:26]=1)([C:15]1[CH:16]=[CH:17][CH:18]=[CH:19][CH:20]=1)[C:27]1[CH:32]=[CH:31][CH:30]=[CH:29][CH:28]=1. (7) Given the reactants [Cl:1][C:2]1[CH:3]=[CH:4][C:5]2[O:9][C:8]([C:10]([OH:12])=O)=[C:7]([CH3:13])[C:6]=2[CH:14]=1.C[O:16][C:17](=[O:36])[CH2:18][CH2:19][C:20]1[CH:25]=[CH:24][C:23]([O:26][C:27]2[CH:32]=[CH:31][CH:30]=[C:29]([CH2:33][NH2:34])[CH:28]=2)=[CH:22][C:21]=1[CH3:35], predict the reaction product. The product is: [Cl:1][C:2]1[CH:3]=[CH:4][C:5]2[O:9][C:8]([C:10]([NH:34][CH2:33][C:29]3[CH:28]=[C:27]([CH:32]=[CH:31][CH:30]=3)[O:26][C:23]3[CH:24]=[CH:25][C:20]([CH2:19][CH2:18][C:17]([OH:36])=[O:16])=[C:21]([CH3:35])[CH:22]=3)=[O:12])=[C:7]([CH3:13])[C:6]=2[CH:14]=1. (8) Given the reactants CN(C(ON1N=NC2C=CC=NC1=2)=[N+](C)C)C.F[P-](F)(F)(F)(F)F.[Cl:25][C:26]1[N:30]2[CH:31]=[C:32]([C:39]3[O:40][CH:41]=[CH:42][CH:43]=3)[CH:33]=[C:34]([C:35]([F:38])([F:37])[F:36])[C:29]2=[N:28][C:27]=1[C:44](O)=[O:45].[C:47]1([C:53]2([OH:58])[CH2:57][CH2:56][NH:55][CH2:54]2)[CH:52]=[CH:51][CH:50]=[CH:49][CH:48]=1, predict the reaction product. The product is: [Cl:25][C:26]1[N:30]2[CH:31]=[C:32]([C:39]3[O:40][CH:41]=[CH:42][CH:43]=3)[CH:33]=[C:34]([C:35]([F:36])([F:38])[F:37])[C:29]2=[N:28][C:27]=1[C:44]([N:55]1[CH2:56][CH2:57][C:53]([OH:58])([C:47]2[CH:52]=[CH:51][CH:50]=[CH:49][CH:48]=2)[CH2:54]1)=[O:45]. (9) Given the reactants [CH3:1][O:2][S:3]([O-:6])(=[O:5])=[O:4].[CH3:7][N+:8]([CH3:23])([CH3:22])[CH2:9][CH2:10][N:11]([CH3:21])[C:12]1[CH:17]=[CH:16][C:15]([N+:18]([O-])=O)=[CH:14][CH:13]=1.[H][H], predict the reaction product. The product is: [CH3:1][O:2][S:3]([O-:6])(=[O:5])=[O:4].[NH2:18][C:15]1[CH:14]=[CH:13][C:12]([N:11]([CH3:21])[CH2:10][CH2:9][N+:8]([CH3:23])([CH3:22])[CH3:7])=[CH:17][CH:16]=1. (10) Given the reactants [CH2:1]([C:3]1[CH:8]=[CH:7][CH:6]=[CH:5][C:4]=1[N:9]=[C:10]=S)[CH3:2].[NH2:12][C:13]1[CH:14]=[C:15]([CH:20]=[CH:21][C:22]=1[NH2:23])[C:16]([O:18][CH3:19])=[O:17], predict the reaction product. The product is: [CH3:19][O:18][C:16]([C:15]1[CH:20]=[CH:21][C:22]2[N:23]=[C:10]([NH:9][C:4]3[CH:5]=[CH:6][CH:7]=[CH:8][C:3]=3[CH2:1][CH3:2])[NH:12][C:13]=2[CH:14]=1)=[O:17].